From a dataset of Catalyst prediction with 721,799 reactions and 888 catalyst types from USPTO. Predict which catalyst facilitates the given reaction. (1) Reactant: [Br:1][C:2]1[CH:21]=[C:20]([N+:22]([O-:24])=[O:23])[CH:19]=[CH:18][C:3]=1[O:4][CH:5]1[CH2:10][CH2:9][N:8](C(OC(C)(C)C)=O)[CH2:7][CH2:6]1.FC(F)(F)C(O)=O. Product: [Br:1][C:2]1[CH:21]=[C:20]([N+:22]([O-:24])=[O:23])[CH:19]=[CH:18][C:3]=1[O:4][CH:5]1[CH2:6][CH2:7][NH:8][CH2:9][CH2:10]1. The catalyst class is: 4. (2) Reactant: [F:1][C:2]([F:24])([F:23])[C:3]1[CH:4]=[C:5]([C:13]2[N:17]=[CH:16][N:15](/[CH:18]=[CH:19]\[C:20]([OH:22])=O)[N:14]=2)[CH:6]=[C:7]([C:9]([F:12])([F:11])[F:10])[CH:8]=1.[N:25]1[CH:30]=[C:29]([CH2:31][NH2:32])[CH:28]=[N:27][CH:26]=1.C(P1(=O)OP(CCC)(=O)OP(CCC)(=O)O1)CC.CCN(C(C)C)C(C)C. Product: [F:24][C:2]([F:23])([F:1])[C:3]1[CH:4]=[C:5]([C:13]2[N:17]=[CH:16][N:15](/[CH:18]=[CH:19]\[C:20]([NH:32][CH2:31][C:29]3[CH:30]=[N:25][CH:26]=[N:27][CH:28]=3)=[O:22])[N:14]=2)[CH:6]=[C:7]([C:9]([F:10])([F:11])[F:12])[CH:8]=1. The catalyst class is: 98. (3) Product: [Cl:20][C:21]1[CH:22]=[CH:23][C:24]([CH2:33][NH:34][C:35](=[O:40])[C:36]([CH3:39])([CH3:38])[CH3:37])=[C:25]([F:32])[C:26]=1[C:27]1[NH:29][C:30](=[O:31])[N:9]([C:6]2[CH:5]=[CH:4][C:3]([C:2]([F:19])([F:18])[F:1])=[CH:8][N:7]=2)[N:10]=1. The catalyst class is: 2. Reactant: [F:1][C:2]([F:19])([F:18])[C:3]1[CH:4]=[CH:5][C:6]([NH:9][NH:10]C(OC(C)(C)C)=O)=[N:7][CH:8]=1.[Cl:20][C:21]1[C:26]([C:27]([N:29]=[C:30]=[O:31])=O)=[C:25]([F:32])[C:24]([CH2:33][NH:34][C:35](=[O:40])[C:36]([CH3:39])([CH3:38])[CH3:37])=[CH:23][CH:22]=1.C(O)(C(F)(F)F)=O. (4) Reactant: C1([O:6][C:7](=[O:41])[C@@H:8]([NH2:40])[CH2:9][CH2:10][O:11][C:12]2[CH:21]=[C:20]3[C:15]([C:16]([O:22][C:23]4[CH:28]=[CH:27][C:26]([NH:29][C:30](=[O:37])[C:31]5[CH:36]=[CH:35][CH:34]=[CH:33][CH:32]=5)=[CH:25][CH:24]=4)=[N:17][CH:18]=[N:19]3)=[CH:14][C:13]=2[O:38][CH3:39])CCCC1.[OH-].[Li+]. Product: [NH2:40][C@@H:8]([CH2:9][CH2:10][O:11][C:12]1[CH:21]=[C:20]2[C:15]([C:16]([O:22][C:23]3[CH:28]=[CH:27][C:26]([NH:29][C:30](=[O:37])[C:31]4[CH:36]=[CH:35][CH:34]=[CH:33][CH:32]=4)=[CH:25][CH:24]=3)=[N:17][CH:18]=[N:19]2)=[CH:14][C:13]=1[O:38][CH3:39])[C:7]([OH:41])=[O:6]. The catalyst class is: 20. (5) Reactant: C([O-])([O-])=O.[K+].[K+].[CH3:7][C:8]1[C:16]2[C:11](=[CH:12][C:13]([NH2:17])=[CH:14][CH:15]=2)[NH:10][N:9]=1.Cl[C:19]1[N:20]=[C:21]([N:28]2[CH2:33][CH2:32][CH:31]([C:34]#[N:35])[CH2:30][CH2:29]2)[C:22]2[O:27][CH:26]=[CH:25][C:23]=2[N:24]=1.CC(C1C=C(C(C)C)C(C2C=CC=CC=2P(C2CCCCC2)C2CCCCC2)=C(C(C)C)C=1)C. Product: [CH3:7][C:8]1[C:16]2[C:11](=[CH:12][C:13]([NH:17][C:19]3[N:20]=[C:21]([N:28]4[CH2:33][CH2:32][CH:31]([C:34]#[N:35])[CH2:30][CH2:29]4)[C:22]4[O:27][CH:26]=[CH:25][C:23]=4[N:24]=3)=[CH:14][CH:15]=2)[NH:10][N:9]=1. The catalyst class is: 62.